This data is from Peptide-MHC class I binding affinity with 185,985 pairs from IEDB/IMGT. The task is: Regression. Given a peptide amino acid sequence and an MHC pseudo amino acid sequence, predict their binding affinity value. This is MHC class I binding data. (1) The peptide sequence is IEEQVNKTM. The MHC is HLA-A03:01 with pseudo-sequence HLA-A03:01. The binding affinity (normalized) is 0.213. (2) The peptide sequence is DEGFHAATV. The MHC is HLA-A29:02 with pseudo-sequence HLA-A29:02. The binding affinity (normalized) is 0.0847. (3) The peptide sequence is SRKASNTIL. The MHC is HLA-A80:01 with pseudo-sequence HLA-A80:01. The binding affinity (normalized) is 0.0847.